From a dataset of Forward reaction prediction with 1.9M reactions from USPTO patents (1976-2016). Predict the product of the given reaction. (1) Given the reactants [N+:1](/[CH:4]=[CH:5]/[C:6]1[S:7][CH:8]=[CH:9][N:10]=1)([O-:3])=[O:2].C(O)(C(F)(F)F)=O.[CH3:18][O:19][CH2:20][CH2:21][N:22]([CH2:28]OC)[CH2:23][Si](C)(C)C.[OH-].[Na+], predict the reaction product. The product is: [CH3:18][O:19][CH2:20][CH2:21][N:22]1[CH2:28][C@@H:4]([N+:1]([O-:3])=[O:2])[C@H:5]([C:6]2[S:7][CH:8]=[CH:9][N:10]=2)[CH2:23]1. (2) Given the reactants [CH3:1][O:2][C:3](=[O:36])[CH2:4][C:5]1[CH:6]=[C:7]([C:12]2[CH:17]=[CH:16][C:15]([C:18]([F:21])([F:20])[F:19])=[CH:14][C:13]=2[CH2:22][N:23]2[C@@H:27]([CH3:28])[C@@H:26]([C:29]3[CH:34]=[CH:33][CH:32]=[CH:31][CH:30]=3)[O:25][C:24]2=[O:35])[C:8]([OH:11])=[CH:9][CH:10]=1.C(=O)([O-])[O-].[Cs+].[Cs+].C1C=CC(N([S:50]([C:53]([F:56])([F:55])[F:54])(=[O:52])=[O:51])[S:50]([C:53]([F:56])([F:55])[F:54])(=[O:52])=[O:51])=CC=1.CCOC(C)=O, predict the reaction product. The product is: [CH3:1][O:2][C:3](=[O:36])[CH2:4][C:5]1[CH:6]=[C:7]([C:12]2[CH:17]=[CH:16][C:15]([C:18]([F:20])([F:21])[F:19])=[CH:14][C:13]=2[CH2:22][N:23]2[C@@H:27]([CH3:28])[C@@H:26]([C:29]3[CH:34]=[CH:33][CH:32]=[CH:31][CH:30]=3)[O:25][C:24]2=[O:35])[C:8]([O:11][S:50]([C:53]([F:56])([F:55])[F:54])(=[O:52])=[O:51])=[CH:9][CH:10]=1.